This data is from Full USPTO retrosynthesis dataset with 1.9M reactions from patents (1976-2016). The task is: Predict the reactants needed to synthesize the given product. (1) Given the product [F:1][C:2]1[CH:7]=[CH:6][C:5]([CH2:8][C:9]([O:11][CH3:20])=[O:10])=[CH:4][C:3]=1[N+:12]([O-:14])=[O:13], predict the reactants needed to synthesize it. The reactants are: [F:1][C:2]1[CH:7]=[CH:6][C:5]([CH2:8][C:9]([OH:11])=[O:10])=[CH:4][C:3]=1[N+:12]([O-:14])=[O:13].S(=O)(=O)(O)O.[CH3:20]O. (2) Given the product [Br:16][C:15]1[N:14]=[C:13]([C:17]2[CH:22]=[CH:21][CH:20]=[C:19]([O:23][C:24]([F:27])([F:26])[F:25])[CH:18]=2)[N:12]([CH3:28])[C:11]=1[CH2:9][OH:8], predict the reactants needed to synthesize it. The reactants are: [H-].[Al+3].[Li+].[H-].[H-].[H-].C[O:8][C:9]([C:11]1[N:12]([CH3:28])[C:13]([C:17]2[CH:22]=[CH:21][CH:20]=[C:19]([O:23][C:24]([F:27])([F:26])[F:25])[CH:18]=2)=[N:14][C:15]=1[Br:16])=O.CCOC(C)=O.Cl.